Dataset: Full USPTO retrosynthesis dataset with 1.9M reactions from patents (1976-2016). Task: Predict the reactants needed to synthesize the given product. (1) Given the product [C:34]([OH:35])(=[O:4])[C@@H:31]([C@H:32]([C:14]([OH:16])=[O:15])[OH:33])[OH:50], predict the reactants needed to synthesize it. The reactants are: C(N)(=[O:4])C=C.B(O)(O)O.C(N(CC(O)=O)CC(O)=O)CN(CC(O)=O)C[C:14]([OH:16])=[O:15].C(O)[C:31](N)([CH2:34][OH:35])[CH2:32][OH:33].S(OOS([O-])(=O)=O)([O-])(=O)=O.[NH4+].[NH4+].[OH2:50]. (2) Given the product [CH2:1]([C:3]1([C:13]2[C:21]3[C:16](=[C:17]([NH:22][S:29]([C:23]4[CH:28]=[CH:27][CH:26]=[CH:25][CH:24]=4)(=[O:31])=[O:30])[CH:18]=[CH:19][CH:20]=3)[NH:15][CH:14]=2)[C:11]2[C:6](=[CH:7][C:8]([F:12])=[CH:9][CH:10]=2)[CH2:5][CH2:4]1)[CH3:2], predict the reactants needed to synthesize it. The reactants are: [CH2:1]([C:3]1([C:13]2[C:21]3[C:16](=[C:17]([NH2:22])[CH:18]=[CH:19][CH:20]=3)[NH:15][CH:14]=2)[C:11]2[C:6](=[CH:7][C:8]([F:12])=[CH:9][CH:10]=2)[CH2:5][CH2:4]1)[CH3:2].[C:23]1([S:29](Cl)(=[O:31])=[O:30])[CH:28]=[CH:27][CH:26]=[CH:25][CH:24]=1.